Dataset: hERG Central: cardiac toxicity at 1µM, 10µM, and general inhibition. Task: Predict hERG channel inhibition at various concentrations. (1) The molecule is CCOc1ccc(N2C(=O)CC(NCCNc3ccc([N+](=O)[O-])cn3)C2=O)cc1. Results: hERG_inhib (hERG inhibition (general)): blocker. (2) The molecule is O=C(CN1CCN(CCO)CC1)Nc1ccc(Cl)cc1C(=O)c1ccccc1. Results: hERG_inhib (hERG inhibition (general)): blocker.